Dataset: Full USPTO retrosynthesis dataset with 1.9M reactions from patents (1976-2016). Task: Predict the reactants needed to synthesize the given product. (1) Given the product [CH3:47][O:48][C:49](=[O:64])[C:50]1[CH:55]=[CH:54][C:53]([NH:72][C:73]2[C:78]([F:79])=[CH:77][CH:76]=[CH:75][C:74]=2[F:80])=[N:52][C:51]=1[C:57]1[CH:62]=[CH:61][C:60]([F:63])=[CH:59][CH:58]=1, predict the reactants needed to synthesize it. The reactants are: C1C=CC(P(C2C(C3C(P(C4C=CC=CC=4)C4C=CC=CC=4)=CC=C4C=3C=CC=C4)=C3C(C=CC=C3)=CC=2)C2C=CC=CC=2)=CC=1.[CH3:47][O:48][C:49](=[O:64])[C:50]1[CH:55]=[CH:54][C:53](Cl)=[N:52][C:51]=1[C:57]1[CH:62]=[CH:61][C:60]([F:63])=[CH:59][CH:58]=1.C([NH:72][C:73]1[C:78]([F:79])=[CH:77][CH:76]=[CH:75][C:74]=1[F:80])(OC(C)(C)C)=O.[O-]P([O-])([O-])=O.[K+].[K+].[K+].Cl.CCOCC. (2) Given the product [CH:19]([C:18]1[NH:22][CH:2]=[C:3]([C:4]([CH3:15])([C:6]2[CH:11]=[CH:10][CH:9]=[C:8]([N+:12]([O-:14])=[O:13])[CH:7]=2)[CH3:5])[N:23]=1)([CH3:21])[CH3:20], predict the reactants needed to synthesize it. The reactants are: Br[CH2:2][C:3](=O)[C:4]([CH3:15])([C:6]1[CH:11]=[CH:10][CH:9]=[C:8]([N+:12]([O-:14])=[O:13])[CH:7]=1)[CH3:5].Cl.[C:18]([NH2:23])(=[NH:22])[CH:19]([CH3:21])[CH3:20].CN(C)C(N(C)C)=N. (3) Given the product [NH2:60][CH:61]([C:64]1[N:69]=[C:68]([C:70]([O:72][CH2:73][CH3:74])=[O:71])[CH:67]=[CH:66][CH:65]=1)[CH2:62][NH:63][C:17]([C:13]1[N:8]2[CH:9]=[C:10]([CH3:12])[CH:11]=[C:6]([O:5][CH2:4][C:3]3[C:20]([F:24])=[CH:21][CH:22]=[CH:23][C:2]=3[F:1])[C:7]2=[N:15][C:14]=1[CH3:16])=[O:18], predict the reactants needed to synthesize it. The reactants are: [F:1][C:2]1[CH:23]=[CH:22][CH:21]=[C:20]([F:24])[C:3]=1[CH2:4][O:5][C:6]1[C:7]2[N:8]([C:13]([C:17](O)=[O:18])=[C:14]([CH3:16])[N:15]=2)[CH:9]=[C:10]([CH3:12])[CH:11]=1.CN(C(ON1N=NC2C=CC=NC1=2)=[N+](C)C)C.F[P-](F)(F)(F)(F)F.C(N(CC)C(C)C)(C)C.Cl.Cl.[NH2:60][CH:61]([C:64]1[N:69]=[C:68]([C:70]([O:72][CH2:73][CH3:74])=[O:71])[CH:67]=[CH:66][CH:65]=1)[CH2:62][NH2:63].NC(C1N=C(C(OCC)=O)C=CC=1)CNC(OC(C)(C)C)=O.Cl. (4) Given the product [C:20]([O:19][C:17](=[O:18])[CH2:16][C@@H:15]([C:24]1[CH:25]=[CH:26][CH:27]=[CH:28][CH:29]=1)[C:14]([OH:30])=[O:35])([CH3:21])([CH3:22])[CH3:23], predict the reactants needed to synthesize it. The reactants are: C([C@H]1COC(=O)N1[C:14](=[O:30])[C@H:15]([C:24]1[CH:29]=[CH:28][CH:27]=[CH:26][CH:25]=1)[CH2:16][C:17]([O:19][C:20]([CH3:23])([CH3:22])[CH3:21])=[O:18])C1C=CC=CC=1.OO.[Li+].[OH-].[O-:35]S([O-])=O.[Na+].[Na+].C([O-])(O)=O.[Na+]. (5) Given the product [N:37]1[CH:42]=[CH:41][CH:40]=[C:39]([CH2:43][NH:44][C:9]([C:11]2[CH:12]=[C:13]3[C:17](=[CH:18][CH:19]=2)[NH:16][C:15](=[O:20])[C:14]3=[N:21][NH:22][C:23]2[CH:24]=[CH:25][C:26]([S:29](=[O:32])(=[O:31])[NH2:30])=[CH:27][CH:28]=2)=[O:10])[CH:38]=1, predict the reactants needed to synthesize it. The reactants are: FC1C(O[C:9]([C:11]2[CH:12]=[C:13]3[C:17](=[CH:18][CH:19]=2)[NH:16][C:15](=[O:20])[C:14]3=[N:21][NH:22][C:23]2[CH:28]=[CH:27][C:26]([S:29](=[O:32])(=[O:31])[NH2:30])=[CH:25][CH:24]=2)=[O:10])=C(F)C(F)=C(F)C=1F.[N:37]1[CH:42]=[CH:41][CH:40]=[C:39]([CH2:43][NH2:44])[CH:38]=1. (6) Given the product [CH3:14][C:15]1[CH:21]=[CH:20][CH:19]=[C:18]([CH3:22])[C:16]=1[NH:17][C:2]1[CH:7]=[CH:6][CH:5]=[CH:4][C:3]=1[C:8]1([CH3:13])[O:12][CH2:11][CH2:10][O:9]1, predict the reactants needed to synthesize it. The reactants are: Br[C:2]1[CH:7]=[CH:6][CH:5]=[CH:4][C:3]=1[C:8]1([CH3:13])[O:12][CH2:11][CH2:10][O:9]1.[CH3:14][C:15]1[CH:21]=[CH:20][CH:19]=[C:18]([CH3:22])[C:16]=1[NH2:17].